This data is from Full USPTO retrosynthesis dataset with 1.9M reactions from patents (1976-2016). The task is: Predict the reactants needed to synthesize the given product. (1) Given the product [C:26]([O:25][C:23]([N:18]1[C:19]2[C:15](=[C:14]([F:13])[CH:22]=[CH:21][CH:20]=2)[CH:16]=[C:17]1[B:30]([OH:35])[OH:31])=[O:24])([CH3:29])([CH3:28])[CH3:27], predict the reactants needed to synthesize it. The reactants are: C(NC(C)C)(C)C.[Li]CCCC.[F:13][C:14]1[CH:22]=[CH:21][CH:20]=[C:19]2[C:15]=1[CH:16]=[CH:17][N:18]2[C:23]([O:25][C:26]([CH3:29])([CH3:28])[CH3:27])=[O:24].[B:30](OC(C)C)([O:35]C(C)C)[O:31]C(C)C.Cl. (2) Given the product [F:21][C:18]1[CH:17]=[CH:16][C:10]2[O:11][CH2:12][CH:13]([CH2:15][OH:14])[O:8][C:9]=2[C:19]=1[F:20], predict the reactants needed to synthesize it. The reactants are: C([O:8][C:9]1[C:19]([F:20])=[C:18]([F:21])[CH:17]=[CH:16][C:10]=1[O:11][CH2:12][CH:13]1[CH2:15][O:14]1)C1C=CC=CC=1.[OH-].[K+].Cl. (3) Given the product [NH:1]1[C:5]2[CH:6]=[CH:7][CH:8]=[CH:9][C:4]=2[N:3]=[C:2]1[CH:10]=[N:12][CH:13]1[CH2:18][CH2:17][N:16]([CH3:19])[CH2:15][CH2:14]1, predict the reactants needed to synthesize it. The reactants are: [NH:1]1[C:5]2[CH:6]=[CH:7][CH:8]=[CH:9][C:4]=2[N:3]=[C:2]1[CH:10]=O.[NH2:12][CH:13]1[CH2:18][CH2:17][N:16]([CH3:19])[CH2:15][CH2:14]1. (4) The reactants are: [Cl:1][C:2]1[CH:3]=[C:4]([C@H:8]2[C@@H:12]([C:13]3[CH:18]=[CH:17][CH:16]=[C:15]([Cl:19])[CH:14]=3)[NH:11][C:10](=[S:20])[NH:9]2)[CH:5]=[CH:6][CH:7]=1.[CH3:21][I:22]. Given the product [IH:22].[Cl:19][C:15]1[CH:14]=[C:13]([C@H:12]2[C@@H:8]([C:4]3[CH:5]=[CH:6][CH:7]=[C:2]([Cl:1])[CH:3]=3)[NH:9][C:10]([S:20][CH3:21])=[N:11]2)[CH:18]=[CH:17][CH:16]=1, predict the reactants needed to synthesize it.